This data is from Catalyst prediction with 721,799 reactions and 888 catalyst types from USPTO. The task is: Predict which catalyst facilitates the given reaction. (1) Reactant: [C:1]1([CH2:7][CH2:8][CH2:9][NH:10][C@H:11]2[CH2:16][CH2:15][C@H:14]([C:17]3[CH:22]=[CH:21][C:20]([OH:23])=[CH:19][CH:18]=3)[CH2:13][CH2:12]2)[CH:6]=[CH:5][CH:4]=[CH:3][CH:2]=1.[CH3:24][C:25]([CH3:27])=O.C1COCC1.C([BH3-])#N.[Na+]. Product: [CH:25]([N:10]([C@H:11]1[CH2:12][CH2:13][C@H:14]([C:17]2[CH:18]=[CH:19][C:20]([OH:23])=[CH:21][CH:22]=2)[CH2:15][CH2:16]1)[CH2:9][CH2:8][CH2:7][C:1]1[CH:2]=[CH:3][CH:4]=[CH:5][CH:6]=1)([CH3:27])[CH3:24]. The catalyst class is: 404. (2) Reactant: [CH2:1]([NH:8][CH2:9][CH2:10][OH:11])[C:2]1[CH:7]=[CH:6][CH:5]=[CH:4][CH:3]=1.C(=O)([O-])[O-].[K+].[K+].[CH2:18](Br)[C:19]1[CH:24]=[CH:23][CH:22]=[CH:21][CH:20]=1. Product: [CH2:1]([N:8]([CH2:18][C:19]1[CH:24]=[CH:23][CH:22]=[CH:21][CH:20]=1)[CH2:9][CH2:10][OH:11])[C:2]1[CH:7]=[CH:6][CH:5]=[CH:4][CH:3]=1. The catalyst class is: 10. (3) Product: [F:1][C:2]1[CH:7]=[C:6]([F:8])[CH:5]=[CH:4][C:3]=1[CH2:9][NH:10][C:11]([C:13]1[C:14](=[O:40])[C:15]([OH:32])=[C:16]2[C:29](=[O:30])[N:20]3[CH:21]4[CH2:28][CH2:27][CH2:26][CH2:25][CH:22]4[CH2:23][O:24][CH:19]3[CH2:18][N:17]2[CH:31]=1)=[O:12]. Reactant: [F:1][C:2]1[CH:7]=[C:6]([F:8])[CH:5]=[CH:4][C:3]=1[CH2:9][NH:10][C:11]([C:13]1[C:14](=[O:40])[C:15]([O:32]CC2C=CC=CC=2)=[C:16]2[C:29](=[O:30])[N:20]3[CH:21]4[CH2:28][CH2:27][CH2:26][CH2:25][CH:22]4[CH2:23][O:24][CH:19]3[CH2:18][N:17]2[CH:31]=1)=[O:12].[H][H].CO.ClCCl. The catalyst class is: 312. (4) Reactant: [C:1]([C:3]1[CH:8]=[CH:7][C:6]([NH:9][C@H:10]([CH2:14][CH:15]([CH3:17])[CH3:16])[C:11]([NH2:13])=[O:12])=[CH:5][C:4]=1[NH:18][C:19]1[S:23][N:22]=[C:21]([CH3:24])[CH:20]=1)#[N:2].C([O-])([O-])=[O:26].[K+].[K+].OO. Product: [NH2:13][C:11](=[O:12])[C@H:10]([NH:9][C:6]1[CH:7]=[CH:8][C:3]([C:1]([NH2:2])=[O:26])=[C:4]([NH:18][C:19]2[S:23][N:22]=[C:21]([CH3:24])[CH:20]=2)[CH:5]=1)[CH2:14][CH:15]([CH3:17])[CH3:16]. The catalyst class is: 16.